This data is from Forward reaction prediction with 1.9M reactions from USPTO patents (1976-2016). The task is: Predict the product of the given reaction. (1) Given the reactants C([O:3][C:4]([C:6]1[CH:7]=[N:8][N:9]([CH2:15][CH2:16][O:17][CH3:18])[C:10]=1[C:11]([F:14])([F:13])[F:12])=[O:5])C.[OH-].[Li+], predict the reaction product. The product is: [CH3:18][O:17][CH2:16][CH2:15][N:9]1[C:10]([C:11]([F:14])([F:12])[F:13])=[C:6]([C:4]([OH:5])=[O:3])[CH:7]=[N:8]1. (2) Given the reactants Cl.[S:2]([N:12]1[C:16]2=[N:17][CH:18]=[C:19]([NH:21][NH:22]C(OC(C)(C)C)=O)[N:20]=[C:15]2[CH:14]=[CH:13]1)([C:5]1[CH:11]=[CH:10][C:8]([CH3:9])=[CH:7][CH:6]=1)(=[O:4])=[O:3].S(N1C2=NC=C(N(C(OC(C)(C)C)=O)N)N=C2C=C1)(C1C=CC(C)=CC=1)(=O)=O.C([O-])(O)=O.[Na+], predict the reaction product. The product is: [NH:21]([C:19]1[N:20]=[C:15]2[CH:14]=[CH:13][N:12]([S:2]([C:5]3[CH:11]=[CH:10][C:8]([CH3:9])=[CH:7][CH:6]=3)(=[O:3])=[O:4])[C:16]2=[N:17][CH:18]=1)[NH2:22]. (3) Given the reactants [CH3:1][O:2][CH2:3][C:4]([NH:6][CH2:7]/[CH:8]=[CH:9]/[C:10]1[CH:11]=[C:12]2[C:17](=[CH:18][CH:19]=1)[N:16]=[CH:15][N:14]=[C:13]2[NH:20][C:21]1[CH:26]=[CH:25][C:24]([O:27][C:28]2[CH:29]=[N:30][C:31]([CH3:34])=[CH:32][CH:33]=2)=[C:23]([CH3:35])[CH:22]=1)=[O:5].[C:36]([OH:44])(=[O:43])/[C:37](=[CH:39]\[C:40]([OH:42])=[O:41])/[CH3:38], predict the reaction product. The product is: [C:36]([OH:44])(=[O:43])/[C:37](=[CH:39]\[C:40]([OH:42])=[O:41])/[CH3:38].[C:36]([OH:44])(=[O:43])/[C:37](=[CH:39]\[C:40]([OH:42])=[O:41])/[CH3:38].[CH3:1][O:2][CH2:3][C:4]([NH:6][CH2:7]/[CH:8]=[CH:9]/[C:10]1[CH:11]=[C:12]2[C:17](=[CH:18][CH:19]=1)[N:16]=[CH:15][N:14]=[C:13]2[NH:20][C:21]1[CH:26]=[CH:25][C:24]([O:27][C:28]2[CH:29]=[N:30][C:31]([CH3:34])=[CH:32][CH:33]=2)=[C:23]([CH3:35])[CH:22]=1)=[O:5]. (4) Given the reactants [CH3:1][O:2][C:3]1[CH:4]=[C:5]([C:11]2[C@@H:20]3[C@@H:15]([CH2:16][CH2:17][CH2:18][CH2:19]3)[C:14](=[O:21])[N:13]([CH:22]3[CH2:27][CH2:26][N:25]([C:28](=[O:45])[C@H:29]([NH:37]C(=O)OC(C)(C)C)[CH2:30][C:31]4[CH:36]=[CH:35][N:34]=[CH:33][CH:32]=4)[CH2:24][CH2:23]3)[N:12]=2)[CH:6]=[CH:7][C:8]=1[O:9][CH3:10], predict the reaction product. The product is: [NH2:37][C@H:29]([CH2:30][C:31]1[CH:36]=[CH:35][N:34]=[CH:33][CH:32]=1)[C:28]([N:25]1[CH2:24][CH2:23][CH:22]([N:13]2[N:12]=[C:11]([C:5]3[CH:6]=[CH:7][C:8]([O:9][CH3:10])=[C:3]([O:2][CH3:1])[CH:4]=3)[C@@H:20]3[C@@H:15]([CH2:16][CH2:17][CH2:18][CH2:19]3)[C:14]2=[O:21])[CH2:27][CH2:26]1)=[O:45].